This data is from Full USPTO retrosynthesis dataset with 1.9M reactions from patents (1976-2016). The task is: Predict the reactants needed to synthesize the given product. (1) Given the product [I:3][C:4]1[N:8]([CH2:15][O:14][CH2:13][CH2:12][Si:11]([CH3:18])([CH3:17])[CH3:10])[N:7]=[CH:6][C:5]=1[CH3:9], predict the reactants needed to synthesize it. The reactants are: [H-].[Na+].[I:3][C:4]1[NH:8][N:7]=[CH:6][C:5]=1[CH3:9].[CH3:10][Si:11]([CH3:18])([CH3:17])[CH2:12][CH2:13][O:14][CH2:15]Cl. (2) Given the product [CH3:21][S:18]([N:15]1[CH2:16][CH2:17][N:12]([CH2:11][C:9]2[S:8][C:6]3[N:7]=[C:2]([C:35]4[CH:36]=[C:31]([N+:28]([O-:30])=[O:29])[C:32]([NH2:46])=[N:33][CH:34]=4)[N:3]=[C:4]([N:22]4[CH2:27][CH2:26][O:25][CH2:24][CH2:23]4)[C:5]=3[CH:10]=2)[CH2:13][CH2:14]1)(=[O:20])=[O:19], predict the reactants needed to synthesize it. The reactants are: Cl[C:2]1[N:3]=[C:4]([N:22]2[CH2:27][CH2:26][O:25][CH2:24][CH2:23]2)[C:5]2[CH:10]=[C:9]([CH2:11][N:12]3[CH2:17][CH2:16][N:15]([S:18]([CH3:21])(=[O:20])=[O:19])[CH2:14][CH2:13]3)[S:8][C:6]=2[N:7]=1.[N+:28]([C:31]1[C:32]([NH2:46])=[N:33][CH:34]=[C:35](B2OC(C)(C)C(C)(C)O2)[CH:36]=1)([O-:30])=[O:29]. (3) Given the product [CH3:15][C:16]1([CH3:17])[C:21]([CH3:13])([CH3:20])[O:12][B:10]([C:7]2[CH:6]=[CH:5][C:4]([NH:1][C:2]([N:14]3[CH2:15][C:16]4[C:21](=[CH:20][CH:19]=[CH:18][CH:17]=4)[CH2:13]3)=[O:3])=[CH:9][CH:8]=2)[O:11]1, predict the reactants needed to synthesize it. The reactants are: [N:1]([C:4]1[CH:9]=[CH:8][C:7]([B:10]([OH:12])[OH:11])=[CH:6][CH:5]=1)=[C:2]=[O:3].[CH2:13]1[C:21]2[C:16](=[CH:17][CH:18]=[CH:19][CH:20]=2)[CH2:15][NH:14]1.O.